Dataset: Forward reaction prediction with 1.9M reactions from USPTO patents (1976-2016). Task: Predict the product of the given reaction. (1) Given the reactants Br[C:2]1[CH:3]=[CH:4][C:5]2[C:6]3[N:15]([CH2:16][C:17]([OH:20])([CH3:19])[CH3:18])[C:14]([CH2:21][O:22][CH2:23][CH3:24])=[N:13][C:7]=3[C:8]([NH2:12])=[N:9][C:10]=2[CH:11]=1.BrC1C=CC2C3N(CCCOC(C)C)C(COCC)=NC=3C=NC=2C=1.[CH2:50]([S:52]([NH2:55])(=[O:54])=[O:53])[CH3:51].C(N)(=O)C(C)C, predict the reaction product. The product is: [NH2:12][C:8]1[C:7]2[N:13]=[C:14]([CH2:21][O:22][CH2:23][CH3:24])[N:15]([CH2:16][C:17]([OH:20])([CH3:19])[CH3:18])[C:6]=2[C:5]2[CH:4]=[CH:3][C:2]([NH:55][S:52]([CH2:50][CH3:51])(=[O:54])=[O:53])=[CH:11][C:10]=2[N:9]=1. (2) Given the reactants [N:1]1[C:5]2[CH:6]=[CH:7][C:8]([NH2:10])=[CH:9][C:4]=2[NH:3][CH:2]=1.[CH:11]([C:14]1[CH:21]=[CH:20][C:17]([CH2:18]Br)=[CH:16][CH:15]=1)([CH3:13])[CH3:12].C([O-])([O-])=O.[K+].[K+], predict the reaction product. The product is: [CH:11]([C:14]1[CH:21]=[CH:20][C:17]([CH2:18][N:10]([CH2:18][C:17]2[CH:20]=[CH:21][C:14]([CH:11]([CH3:13])[CH3:12])=[CH:15][CH:16]=2)[C:8]2[CH:7]=[CH:6][C:5]3[NH:1][CH:2]=[N:3][C:4]=3[CH:9]=2)=[CH:16][CH:15]=1)([CH3:13])[CH3:12]. (3) Given the reactants [CH3:1][C:2]1([C:7]2([CH2:10][CH2:11][OH:12])[CH2:9][CH2:8]2)[O:6][CH2:5][CH2:4][O:3]1.[C:13]1([CH3:23])[CH:18]=[CH:17][C:16]([S:19](Cl)(=[O:21])=[O:20])=[CH:15][CH:14]=1.C(=O)(O)[O-].[Na+], predict the reaction product. The product is: [CH3:1][C:2]1([C:7]2([CH2:10][CH2:11][O:12][S:19]([C:16]3[CH:17]=[CH:18][C:13]([CH3:23])=[CH:14][CH:15]=3)(=[O:21])=[O:20])[CH2:9][CH2:8]2)[O:3][CH2:4][CH2:5][O:6]1. (4) Given the reactants CO.C(=O)([O-])[O-].[K+].[K+].C([O:12][C:13]1[CH:14]=[C:15]([CH:34]=[CH:35][CH:36]=1)[C:16]([NH:18][C:19]1[CH:27]=[C:26]([C:28]2[CH:33]=[CH:32][CH:31]=[CH:30][CH:29]=2)[CH:25]=[CH:24][C:20]=1[C:21]([OH:23])=[O:22])=[O:17])(=O)C.C(O)(=O)CC(CC(O)=O)(C(O)=O)O, predict the reaction product. The product is: [OH:12][C:13]1[CH:14]=[C:15]([CH:34]=[CH:35][CH:36]=1)[C:16]([NH:18][C:19]1[CH:27]=[C:26]([C:28]2[CH:33]=[CH:32][CH:31]=[CH:30][CH:29]=2)[CH:25]=[CH:24][C:20]=1[C:21]([OH:23])=[O:22])=[O:17].